This data is from Full USPTO retrosynthesis dataset with 1.9M reactions from patents (1976-2016). The task is: Predict the reactants needed to synthesize the given product. (1) Given the product [CH:1]12[CH2:10][CH:5]3[CH2:6][CH:7]([CH2:9][CH:3]([CH2:4]3)[CH:2]1[NH:11][C:12]([C:14]1[CH:15]=[N:16][N:17]([C:20]3[CH:25]=[CH:24][CH:23]=[CH:22][CH:21]=3)[C:18]=1[N:28]1[CH:29]([CH3:32])[CH2:30][CH2:31][CH:27]1[CH3:26])=[O:13])[CH2:8]2, predict the reactants needed to synthesize it. The reactants are: [CH:1]12[CH2:10][CH:5]3[CH2:6][CH:7]([CH2:9][CH:3]([CH2:4]3)[CH:2]1[NH:11][C:12]([C:14]1[CH:15]=[N:16][N:17]([C:20]3[CH:25]=[CH:24][CH:23]=[CH:22][CH:21]=3)[C:18]=1Cl)=[O:13])[CH2:8]2.[CH3:26][CH:27]1[CH2:31][CH2:30][CH:29]([CH3:32])[NH:28]1. (2) Given the product [OH:8][C@H:9]1[CH2:26][CH2:25][C@@:24]2([CH3:27])[CH:11]([C:12](=[O:29])[CH2:13][C@@H:14]3[C@@H:23]2[CH2:22][CH2:21][C@@:19]2([CH3:20])[C@H:15]3[CH2:16][CH2:17][C:18]2=[O:28])[CH2:10]1, predict the reactants needed to synthesize it. The reactants are: [Si]([O:8][C@H:9]1[CH2:26][CH2:25][C@@:24]2([CH3:27])[CH:11]([C:12](=[O:29])[CH2:13][C@@H:14]3[C@@H:23]2[CH2:22][CH2:21][C@@:19]2([CH3:20])[C@H:15]3[CH2:16][CH2:17][C:18]2=[O:28])[CH2:10]1)(C(C)(C)C)(C)C.